From a dataset of Full USPTO retrosynthesis dataset with 1.9M reactions from patents (1976-2016). Predict the reactants needed to synthesize the given product. (1) Given the product [Br:18][C:14]1[C:15]([F:17])=[CH:16][C:11]2[CH:10]3[CH2:9][CH:8]([CH2:19]3)[N:7]3[C:3]([CH2:2][NH:1][C:23](=[O:28])[C:24]([CH3:27])([CH3:26])[CH3:25])=[C:4]([C:20]([NH2:22])=[O:21])[N:5]=[C:6]3[C:12]=2[CH:13]=1, predict the reactants needed to synthesize it. The reactants are: [NH2:1][CH2:2][C:3]1[N:7]2[CH:8]3[CH2:19][CH:10]([C:11]4[CH:16]=[C:15]([F:17])[C:14]([Br:18])=[CH:13][C:12]=4[C:6]2=[N:5][C:4]=1[C:20]([NH2:22])=[O:21])[CH2:9]3.[C:23](O)(=[O:28])[C:24]([CH3:27])([CH3:26])[CH3:25]. (2) Given the product [C:5]([C:7]1[CH:8]=[C:9]([C:15]2[CH:19]=[C:18]([C:20]([O:22][CH2:23][CH3:24])=[O:21])[S:17][N:16]=2)[CH:10]=[CH:11][C:12]=1[OH:13])#[N:6], predict the reactants needed to synthesize it. The reactants are: B(Br)(Br)Br.[C:5]([C:7]1[CH:8]=[C:9]([C:15]2[CH:19]=[C:18]([C:20]([O:22][CH2:23][CH3:24])=[O:21])[S:17][N:16]=2)[CH:10]=[CH:11][C:12]=1[O:13]C)#[N:6]. (3) Given the product [F:38][C:39]([F:44])([F:43])[C:6]([NH:8][C@H:9]1[CH2:14][CH2:13][C@H:12]([CH:15]([OH:37])[CH2:16][NH:17][S:25]([C:28]2[CH:33]=[CH:32][CH:31]=[CH:30][C:29]=2[N+:34]([O-:36])=[O:35])(=[O:27])=[O:26])[CH2:11][CH2:10]1)=[O:7], predict the reactants needed to synthesize it. The reactants are: C(O[C:6]([NH:8][C@H:9]1[CH2:14][CH2:13][C@H:12]([CH:15]([OH:37])[CH2:16][N:17]([S:25]([C:28]2[CH:33]=[CH:32][CH:31]=[CH:30][C:29]=2[N+:34]([O-:36])=[O:35])(=[O:27])=[O:26])C(=O)OC(C)(C)C)[CH2:11][CH2:10]1)=[O:7])(C)(C)C.[F:38][C:39]([F:44])([F:43])C(O)=O.